Dataset: Reaction yield outcomes from USPTO patents with 853,638 reactions. Task: Predict the reaction yield, written as a fraction of the theoretical maximum amount of product (1.0 means a 100% yield; for example, 0.34 means a 34% yield). (1) The catalyst is O. The product is [CH2:1]([NH:8][C:9]1[CH:14]=[CH:13][C:12]([CH2:15][C:16]2[C:24]3[C:19](=[N:20][CH:21]=[CH:22][CH:23]=3)[NH:18][CH:17]=2)=[CH:11][N:10]=1)[C:2]1[CH:3]=[CH:4][CH:5]=[CH:6][CH:7]=1. The yield is 0.824. The reactants are [CH2:1]([NH:8][C:9]1[CH:14]=[CH:13][C:12]([CH2:15][C:16]2[C:24]3[C:19](=[N:20][CH:21]=[CH:22][CH:23]=3)[N:18]([Si](C(C)C)(C(C)C)C(C)C)[CH:17]=2)=[CH:11][N:10]=1)[C:2]1[CH:7]=[CH:6][CH:5]=[CH:4][CH:3]=1.O1CCCC1.[F-].C([N+](CCCC)(CCCC)CCCC)CCC. (2) The reactants are [F:1][C:2]1[CH:3]=[C:4]2[C:8](=[CH:9][CH:10]=1)[N:7]([CH2:11][C:12]1[O:13][C:14]([C:17]([F:20])([F:19])[F:18])=[CH:15][CH:16]=1)[C:6](=[O:21])[C:5]2([C:24]1[C:32](O)=[CH:31][C:27]2[O:28][CH2:29][O:30][C:26]=2[CH:25]=1)[CH2:22][OH:23].C(P(CCCC)CCCC)CCC.N(C(OC(C)(C)C)=O)=NC(OC(C)(C)C)=O. The catalyst is O1CCCC1. The product is [F:1][C:2]1[CH:3]=[C:4]2[C:8](=[CH:9][CH:10]=1)[N:7]([CH2:11][C:12]1[O:13][C:14]([C:17]([F:19])([F:20])[F:18])=[CH:15][CH:16]=1)[C:6](=[O:21])[C:5]12[C:24]2=[CH:25][C:26]3[O:30][CH2:29][O:28][C:27]=3[CH:31]=[C:32]2[O:23][CH2:22]1. The yield is 0.340. (3) The reactants are [Cl:1][C:2]1[C:7]([Cl:8])=[CH:6][C:5]([C:9](=[O:11])[CH3:10])=[C:4]([OH:12])[C:3]=1[I:13].[C:14](=O)([O-])[O-].[K+].[K+].CI. The catalyst is CN(C=O)C.O. The product is [Cl:1][C:2]1[C:7]([Cl:8])=[CH:6][C:5]([C:9](=[O:11])[CH3:10])=[C:4]([O:12][CH3:14])[C:3]=1[I:13]. The yield is 0.840.